Dataset: Reaction yield outcomes from USPTO patents with 853,638 reactions. Task: Predict the reaction yield, written as a fraction of the theoretical maximum amount of product (1.0 means a 100% yield; for example, 0.34 means a 34% yield). (1) The reactants are [N+:1]([C:4]1[CH:23]=[CH:22][C:7]([C:8]([O:10][C@H:11]2[C:15]3[N:16]=[CH:17][N:18]=[C:19](Cl)[C:14]=3[C@H:13]([CH3:21])[CH2:12]2)=[O:9])=[CH:6][CH:5]=1)([O-:3])=[O:2].[CH2:24]([N:31]1[CH2:35][CH2:34][C:33]2([C:43]3[C:38](=[CH:39][CH:40]=[CH:41][C:42]=3[CH2:44][NH:45][C:46](=[O:52])[O:47][C:48]([CH3:51])([CH3:50])[CH3:49])[NH:37][CH2:36]2)[CH2:32]1)[C:25]1[CH:30]=[CH:29][CH:28]=[CH:27][CH:26]=1.C([O-])([O-])=O.[Cs+].[Cs+].CC1(C)C2C(=C(P(C3C=CC=CC=3)C3C=CC=CC=3)C=CC=2)OC2C(P(C3C=CC=CC=3)C3C=CC=CC=3)=CC=CC1=2. The catalyst is C1(C)C=CC=CC=1.CC([O-])=O.CC([O-])=O.[Pd+2]. The product is [N+:1]([C:4]1[CH:23]=[CH:22][C:7]([C:8]([O:10][C@H:11]2[C:15]3[N:16]=[CH:17][N:18]=[C:19]([N:37]4[C:38]5[C:43](=[C:42]([CH2:44][NH:45][C:46]([O:47][C:48]([CH3:51])([CH3:50])[CH3:49])=[O:52])[CH:41]=[CH:40][CH:39]=5)[C:33]5([CH2:34][CH2:35][N:31]([CH2:24][C:25]6[CH:26]=[CH:27][CH:28]=[CH:29][CH:30]=6)[CH2:32]5)[CH2:36]4)[C:14]=3[C@H:13]([CH3:21])[CH2:12]2)=[O:9])=[CH:6][CH:5]=1)([O-:3])=[O:2]. The yield is 0.790. (2) The reactants are [CH3:1][N:2]([CH3:16])[S:3]([C:6]1[CH:7]=[C:8]([CH:11]=[CH:12][C:13]=1[O:14][CH3:15])[CH2:9]O)(=[O:5])=[O:4].S(Cl)([Cl:19])=O. The catalyst is C(Cl)Cl. The product is [CH3:1][N:2]([CH3:16])[S:3]([C:6]1[CH:7]=[C:8]([CH:11]=[CH:12][C:13]=1[O:14][CH3:15])[CH2:9][Cl:19])(=[O:5])=[O:4]. The yield is 0.830.